Dataset: Reaction yield outcomes from USPTO patents with 853,638 reactions. Task: Predict the reaction yield, written as a fraction of the theoretical maximum amount of product (1.0 means a 100% yield; for example, 0.34 means a 34% yield). (1) The reactants are [NH2:1][C:2]1[CH:3]=[C:4]([CH:7]=[CH:8][C:9]=1[NH2:10])[C:5]#[N:6].[C:11](O)(=[O:15])[C:12](O)=[O:13]. The catalyst is Cl. The product is [O:13]=[C:12]1[C:11](=[O:15])[NH:1][C:2]2[C:9](=[CH:8][CH:7]=[C:4]([C:5]#[N:6])[CH:3]=2)[NH:10]1. The yield is 0.960. (2) The yield is 0.300. The reactants are [OH:1][CH2:2][C@H:3]([NH:6][C:7]1[N:12]=[C:11]([NH:13][CH2:14][C:15]2[CH:20]=[CH:19][C:18]([C:21]3[CH:26]=[CH:25][CH:24]=[CH:23][N:22]=3)=[CH:17][CH:16]=2)[N:10]2[N:27]=[CH:28][C:29]([CH:30]([CH3:32])[CH3:31])=[C:9]2[N:8]=1)[CH2:4]C.NC(CO)C[OH:36]. No catalyst specified. The product is [OH:36][CH2:4][CH:3]([NH:6][C:7]1[N:12]=[C:11]([NH:13][CH2:14][C:15]2[CH:16]=[CH:17][C:18]([C:21]3[CH:26]=[CH:25][CH:24]=[CH:23][N:22]=3)=[CH:19][CH:20]=2)[N:10]2[N:27]=[CH:28][C:29]([CH:30]([CH3:31])[CH3:32])=[C:9]2[N:8]=1)[CH2:2][OH:1]. (3) The reactants are [OH:1][C:2]([CH3:35])([CH3:34])[CH2:3][C@@:4]1([C:28]2[CH:33]=[CH:32][CH:31]=[CH:30][CH:29]=2)[O:9][C:8](=[O:10])[N:7]([C@H:11]([C:13]2[CH:18]=[CH:17][C:16](B3OC(C)(C)C(C)(C)O3)=[CH:15][CH:14]=2)[CH3:12])[CH2:6][CH2:5]1.Br[C:37]1[CH:38]=[CH:39][C:40]([C:43]2([S:46]([CH3:49])(=[O:48])=[O:47])[CH2:45][CH2:44]2)=[N:41][CH:42]=1. No catalyst specified. The product is [OH:1][C:2]([CH3:34])([CH3:35])[CH2:3][C@@:4]1([C:28]2[CH:33]=[CH:32][CH:31]=[CH:30][CH:29]=2)[O:9][C:8](=[O:10])[N:7]([C@H:11]([C:13]2[CH:14]=[CH:15][C:16]([C:37]3[CH:42]=[N:41][C:40]([C:43]4([S:46]([CH3:49])(=[O:48])=[O:47])[CH2:45][CH2:44]4)=[CH:39][CH:38]=3)=[CH:17][CH:18]=2)[CH3:12])[CH2:6][CH2:5]1. The yield is 0.580. (4) The reactants are [Br:1][C:2]1[CH:3]=[CH:4][C:5]2[N:6]([CH2:16][CH2:17][CH2:18][N:19]([C:32]3[CH:37]=[CH:36][CH:35]=[CH:34][CH:33]=3)S(C3C=CC=CC=3[N+]([O-])=O)(=O)=O)[C:7]3[C:12]([C:13]=2[CH:14]=1)=[CH:11][C:10]([Br:15])=[CH:9][CH:8]=3.C(=O)([O-])[O-].[Cs+].[Cs+].C1(S)C=CC=CC=1. The catalyst is C1COCC1. The product is [Br:1][C:2]1[CH:3]=[CH:4][C:5]2[N:6]([CH2:16][CH2:17][CH2:18][NH:19][C:32]3[CH:33]=[CH:34][CH:35]=[CH:36][CH:37]=3)[C:7]3[C:12]([C:13]=2[CH:14]=1)=[CH:11][C:10]([Br:15])=[CH:9][CH:8]=3. The yield is 0.609. (5) The reactants are [NH2:1][CH2:2][CH2:3][C:4]1[CH:9]=[CH:8][C:7]([OH:10])=[CH:6][CH:5]=1.[Cl:11][CH2:12][C:13](Cl)=[O:14]. The catalyst is ClCCl.O. The product is [Cl:11][CH2:12][C:13]([NH:1][CH2:2][CH2:3][C:4]1[CH:9]=[CH:8][C:7]([OH:10])=[CH:6][CH:5]=1)=[O:14]. The yield is 0.750. (6) The reactants are [CH3:1][C:2]1[CH:7]=[C:6]([CH3:8])[CH:5]=[CH:4][C:3]=1[CH2:9][N:10]1[C:15](=[O:16])[C:14]([C:17]([NH:19][CH2:20][C:21]([O:23]CC)=[O:22])=[O:18])=[C:13]([OH:26])[C:12]([C:27]([O:29]C)=O)=[C:11]1[OH:31].[CH:32]1([NH2:38])[CH2:37][CH2:36][CH2:35][CH2:34][CH2:33]1. The catalyst is C(Cl)(Cl)Cl. The product is [CH:32]1([NH:38][C:27]([C:12]2[C:13]([OH:26])=[C:14]([C:17]([NH:19][CH2:20][C:21]([OH:23])=[O:22])=[O:18])[C:15](=[O:16])[N:10]([CH2:9][C:3]3[CH:4]=[CH:5][C:6]([CH3:8])=[CH:7][C:2]=3[CH3:1])[C:11]=2[OH:31])=[O:29])[CH2:37][CH2:36][CH2:35][CH2:34][CH2:33]1. The yield is 0.642. (7) The reactants are [CH3:1][C:2]1([CH3:22])[CH:6]([C:7]2[CH:12]=[CH:11][C:10]([CH3:13])=[CH:9][CH:8]=2)[C:5]2[C:14]([CH3:21])=[C:15]([NH2:20])[C:16]([CH3:19])=[C:17]([CH3:18])[C:4]=2[O:3]1.[O:23]1[C:27]2[CH:28]=[CH:29][C:30]([C:32](Cl)=[O:33])=[CH:31][C:26]=2[O:25][CH2:24]1. The catalyst is C(OCC)(=O)C.CCCCCC. The product is [CH3:1][C:2]1([CH3:22])[CH:6]([C:7]2[CH:8]=[CH:9][C:10]([CH3:13])=[CH:11][CH:12]=2)[C:5]2[C:14]([CH3:21])=[C:15]([NH:20][C:32]([C:30]3[CH:29]=[CH:28][C:27]4[O:23][CH2:24][O:25][C:26]=4[CH:31]=3)=[O:33])[C:16]([CH3:19])=[C:17]([CH3:18])[C:4]=2[O:3]1. The yield is 0.650.